From a dataset of Full USPTO retrosynthesis dataset with 1.9M reactions from patents (1976-2016). Predict the reactants needed to synthesize the given product. Given the product [C:30]([C@H:27]1[CH2:28][CH2:29][C@@H:25]([NH:24][C:22]([C:19]2([NH:18][C:16]([C:13]3[N:12]4[C@@:8]([CH2:7][C:6]5[CH:5]=[CH:4][C:3]([C:1]#[N:2])=[CH:45][CH:44]=5)([CH3:43])[C:9](=[O:42])[N:10]([C:34]5[CH:39]=[C:38]([Cl:40])[CH:37]=[C:36]([Cl:41])[CH:35]=5)[C:11]4=[N:15][CH:14]=3)=[O:17])[CH2:21][CH2:20]2)=[O:23])[CH2:26]1)(=[O:31])[NH2:46], predict the reactants needed to synthesize it. The reactants are: [C:1]([C:3]1[CH:45]=[CH:44][C:6]([CH2:7][C@@:8]2([CH3:43])[N:12]3[C:13]([C:16]([NH:18][C:19]4([C:22]([NH:24][C@@H:25]5[CH2:29][CH2:28][C@H:27]([C:30](OC)=[O:31])[CH2:26]5)=[O:23])[CH2:21][CH2:20]4)=[O:17])=[CH:14][N:15]=[C:11]3[N:10]([C:34]3[CH:39]=[C:38]([Cl:40])[CH:37]=[C:36]([Cl:41])[CH:35]=3)[C:9]2=[O:42])=[CH:5][CH:4]=1)#[N:2].[NH3:46].